This data is from Forward reaction prediction with 1.9M reactions from USPTO patents (1976-2016). The task is: Predict the product of the given reaction. (1) Given the reactants Cl[C:2]1[C:3]2[S:10][C:9]([C:11]([NH2:13])=[O:12])=[C:8]([CH3:14])[C:4]=2[N:5]=[CH:6][N:7]=1.[NH:15]1[CH2:20][CH2:19][CH:18]([CH2:21][CH2:22][NH:23][C:24](=[O:30])[O:25][C:26]([CH3:29])([CH3:28])[CH3:27])[CH2:17][CH2:16]1.C(N(C(C)C)CC)(C)C.C(#N)C, predict the reaction product. The product is: [C:11]([C:9]1[S:10][C:3]2[C:2]([N:15]3[CH2:20][CH2:19][CH:18]([CH2:21][CH2:22][NH:23][C:24](=[O:30])[O:25][C:26]([CH3:28])([CH3:27])[CH3:29])[CH2:17][CH2:16]3)=[N:7][CH:6]=[N:5][C:4]=2[C:8]=1[CH3:14])(=[O:12])[NH2:13]. (2) Given the reactants [CH:1]1([C:7]([N:9]2[CH2:14][CH2:13][N:12]([S:15]([C:18]3[C:27]4[C:22](=[C:23](I)[CH:24]=[CH:25][CH:26]=4)[CH:21]=[CH:20][CH:19]=3)(=[O:17])=[O:16])[CH2:11][CH2:10]2)=[O:8])[CH2:6][CH2:5][CH2:4][CH2:3][CH2:2]1.C(=O)([O-])[O-].[Na+].[Na+].[C:35]1(B(O)O)[CH:40]=[CH:39][CH:38]=[CH:37][CH:36]=1.CN(C=O)C, predict the reaction product. The product is: [CH:1]1([C:7]([N:9]2[CH2:14][CH2:13][N:12]([S:15]([C:18]3[C:27]4[C:22](=[C:23]([C:35]5[CH:40]=[CH:39][CH:38]=[CH:37][CH:36]=5)[CH:24]=[CH:25][CH:26]=4)[CH:21]=[CH:20][CH:19]=3)(=[O:17])=[O:16])[CH2:11][CH2:10]2)=[O:8])[CH2:6][CH2:5][CH2:4][CH2:3][CH2:2]1. (3) Given the reactants [Br-].[Br:2][C:3]1[CH:4]=[C:5]([CH:9]([P+](C2C=CC=CC=2)(C2C=CC=CC=2)C2C=CC=CC=2)[CH3:10])[CH:6]=[CH:7][CH:8]=1.CC(C)([O-])C.[K+].[C:36]1(=[O:46])[C:44]2[CH2:43][CH2:42][CH2:41][CH2:40][C:39]=2[C:38](=O)[O:37]1, predict the reaction product. The product is: [Br:2][C:3]1[CH:4]=[C:5]([C:9](=[C:38]2[C:39]3[CH2:40][CH2:41][CH2:42][CH2:43][C:44]=3[C:36](=[O:46])[O:37]2)[CH3:10])[CH:6]=[CH:7][CH:8]=1.